This data is from Forward reaction prediction with 1.9M reactions from USPTO patents (1976-2016). The task is: Predict the product of the given reaction. (1) The product is: [C:1]([O:5][C:6](=[O:27])[NH:7][C:8]([C:10]1[S:11][C:12]([S:25][CH3:26])=[C:13]([S:15]([C:18]2[CH:19]=[C:20]([C:34]3[CH:35]=[C:30]([CH2:29][OH:28])[CH:31]=[CH:32][C:33]=3[CH3:40])[CH:21]=[CH:22][CH:23]=2)(=[O:17])=[O:16])[CH:14]=1)=[NH:9])([CH3:4])([CH3:3])[CH3:2]. Given the reactants [C:1]([O:5][C:6](=[O:27])[NH:7][C:8]([C:10]1[S:11][C:12]([S:25][CH3:26])=[C:13]([S:15]([C:18]2[CH:23]=[CH:22][CH:21]=[C:20](Br)[CH:19]=2)(=[O:17])=[O:16])[CH:14]=1)=[NH:9])([CH3:4])([CH3:3])[CH3:2].[OH:28][CH2:29][C:30]1[C:31](C)=[C:32](B(O)O)[CH:33]=[CH:34][CH:35]=1.[C:40]([O-])([O-])=O.[Na+].[Na+].C(O)C, predict the reaction product. (2) Given the reactants Cl[C:2]1[C:11]2[C:6](=[CH:7][C:8]([O:14][CH2:15][CH2:16][CH2:17][N:18]3[CH2:22][CH2:21][CH2:20][CH2:19]3)=[C:9]([O:12][CH3:13])[CH:10]=2)[N:5]=[CH:4][N:3]=1.[CH3:23][N:24]1[C:29]2[CH:30]=[C:31]([OH:34])[CH:32]=[CH:33][C:28]=2[O:27][CH2:26][CH2:25]1, predict the reaction product. The product is: [CH3:13][O:12][C:9]1[CH:10]=[C:11]2[C:6](=[CH:7][C:8]=1[O:14][CH2:15][CH2:16][CH2:17][N:18]1[CH2:22][CH2:21][CH2:20][CH2:19]1)[N:5]=[CH:4][N:3]=[C:2]2[O:34][C:31]1[CH:32]=[CH:33][C:28]2[O:27][CH2:26][CH2:25][N:24]([CH3:23])[C:29]=2[CH:30]=1. (3) Given the reactants [C:1]1(=O)[CH2:6][CH2:5][CH2:4][CH2:3][CH2:2]1.CN([CH:11]=[O:12])C.P(Cl)(Cl)([Cl:15])=O.[OH-].[Na+], predict the reaction product. The product is: [Cl:15][C:1]1[CH2:6][CH2:5][CH2:4][CH2:3][C:2]=1[CH:11]=[O:12].